This data is from Reaction yield outcomes from USPTO patents with 853,638 reactions. The task is: Predict the reaction yield, written as a fraction of the theoretical maximum amount of product (1.0 means a 100% yield; for example, 0.34 means a 34% yield). (1) The reactants are [CH3:1][O:2][C:3]([CH:5]1[CH2:8][CH:7]([OH:9])[CH2:6]1)=[O:4].[H-].[Na+].[CH2:12](Br)[C:13]1[CH:18]=[CH:17][CH:16]=[CH:15][CH:14]=1. The catalyst is CN(C=O)C. The product is [CH3:1][O:2][C:3]([C@H:5]1[CH2:8][C@H:7]([O:9][CH2:12][C:13]2[CH:18]=[CH:17][CH:16]=[CH:15][CH:14]=2)[CH2:6]1)=[O:4]. The yield is 0.154. (2) The reactants are [CH2:1]([O:8][C:9]1[N:10]=[N:11][C:12](Cl)=[CH:13][CH:14]=1)[C:2]1[CH:7]=[CH:6][CH:5]=[CH:4][CH:3]=1.NC(N)=[S:18]. The catalyst is CC(CC)=O. The product is [CH2:1]([O:8][C:9]1[N:10]=[N:11][C:12]([SH:18])=[CH:13][CH:14]=1)[C:2]1[CH:7]=[CH:6][CH:5]=[CH:4][CH:3]=1. The yield is 0.150. (3) The reactants are C([O:3][C:4]([C@@:6]1([CH3:23])[CH2:11][CH2:10][CH2:9][N:8]([C:12]2[CH:17]=[CH:16][C:15]([N+:18]([O-:20])=[O:19])=[C:14]([O:21][CH3:22])[CH:13]=2)[CH2:7]1)=[O:5])C. The catalyst is C(O)C.[OH-].[Na+]. The product is [CH3:22][O:21][C:14]1[CH:13]=[C:12]([N:8]2[CH2:9][CH2:10][CH2:11][C@:6]([CH3:23])([C:4]([OH:5])=[O:3])[CH2:7]2)[CH:17]=[CH:16][C:15]=1[N+:18]([O-:20])=[O:19]. The yield is 1.00. (4) The reactants are [C:1]1([C:7]2[C:15]3[C:10](=[CH:11][CH:12]=[CH:13][CH:14]=3)[N:9]([S:16]([C:19]3[CH:27]=[CH:26][C:22]([C:23](O)=[O:24])=[CH:21][CH:20]=3)(=[O:18])=[O:17])[CH:8]=2)[CH:6]=[CH:5][CH:4]=[CH:3][CH:2]=1.Cl.CN(C)CCCN=C=NCC.[N:40]1[CH:45]=[CH:44][N:43]=[CH:42][C:41]=1[CH2:46][NH2:47]. The catalyst is CN(C)C1C=CN=CC=1.CN(C=O)C. The product is [C:1]1([C:7]2[C:15]3[C:10](=[CH:11][CH:12]=[CH:13][CH:14]=3)[N:9]([S:16]([C:19]3[CH:27]=[CH:26][C:22]([C:23]([NH:47][CH2:46][C:41]4[CH:42]=[N:43][CH:44]=[CH:45][N:40]=4)=[O:24])=[CH:21][CH:20]=3)(=[O:18])=[O:17])[CH:8]=2)[CH:6]=[CH:5][CH:4]=[CH:3][CH:2]=1. The yield is 0.200.